This data is from Forward reaction prediction with 1.9M reactions from USPTO patents (1976-2016). The task is: Predict the product of the given reaction. (1) Given the reactants [Si]([O:8][CH:9]1[CH2:14][CH2:13][N:12]([C:15]2[C:16]([Cl:48])=[C:17]([NH:23][C:24]3[N:29]=[C:28]([N:30]([CH:40]4[CH2:42][CH2:41]4)[CH2:31][C:32]4[CH:37]=[CH:36][C:35]([O:38][CH3:39])=[CH:34][CH:33]=4)[C:27]4=[N:43][CH:44]=[C:45]([C:46]#[N:47])[N:26]4[N:25]=3)[CH:18]=[C:19]([C:21]#[N:22])[CH:20]=2)[CH2:11][CH2:10]1)(C(C)(C)C)(C)C.CCCC[N+](CCCC)(CCCC)CCCC.[F-].C(=O)(O)[O-].[Na+].C(OCC)(=O)C, predict the reaction product. The product is: [Cl:48][C:16]1[C:15]([N:12]2[CH2:11][CH2:10][CH:9]([OH:8])[CH2:14][CH2:13]2)=[CH:20][C:19]([C:21]#[N:22])=[CH:18][C:17]=1[NH:23][C:24]1[N:29]=[C:28]([N:30]([CH:40]2[CH2:42][CH2:41]2)[CH2:31][C:32]2[CH:33]=[CH:34][C:35]([O:38][CH3:39])=[CH:36][CH:37]=2)[C:27]2=[N:43][CH:44]=[C:45]([C:46]#[N:47])[N:26]2[N:25]=1. (2) Given the reactants [N+:1]([C:4]1[C:5]([C:9]([OH:11])=O)=[N:6][NH:7][CH:8]=1)([O-:3])=[O:2].[NH2:12][C:13]1[CH:18]=[CH:17][CH:16]=[CH:15][CH:14]=1.C(Cl)CCl.C1C=CC2N(O)N=NC=2C=1, predict the reaction product. The product is: [C:13]1([NH:12][C:9]([C:5]2[C:4]([N+:1]([O-:3])=[O:2])=[CH:8][NH:7][N:6]=2)=[O:11])[CH:18]=[CH:17][CH:16]=[CH:15][CH:14]=1. (3) Given the reactants [O:1]1[C:5]2([CH2:10][CH2:9][C:8](=O)[CH2:7][CH2:6]2)[O:4][CH2:3][CH2:2]1.[CH3:12][C:13]([S:16]([NH2:18])=[O:17])([CH3:15])[CH3:14].C([O-])(O)=O.[Na+], predict the reaction product. The product is: [O:1]1[C:5]2([CH2:10][CH2:9][C:8](=[N:18][S:16]([C:13]([CH3:15])([CH3:14])[CH3:12])=[O:17])[CH2:7][CH2:6]2)[O:4][CH2:3][CH2:2]1. (4) Given the reactants [CH:1]1([C:4]2[NH:8][N:7]=[C:6]([NH:9][C:10]3[C:15]([NH2:16])=[CH:14][N:13]=[C:12]([C:17]4[CH:22]=[CH:21][CH:20]=[CH:19][CH:18]=4)[N:11]=3)[CH:5]=2)[CH2:3][CH2:2]1.[CH3:23][C:24](OC(C)=O)=[O:25], predict the reaction product. The product is: [CH:1]1([C:4]2[NH:8][N:7]=[C:6]([NH:9][C:10]3[C:15]([NH:16][C:24](=[O:25])[CH3:23])=[CH:14][N:13]=[C:12]([C:17]4[CH:22]=[CH:21][CH:20]=[CH:19][CH:18]=4)[N:11]=3)[CH:5]=2)[CH2:3][CH2:2]1. (5) Given the reactants [F:1][C:2]1[CH:3]=[C:4]([NH:9][C:10](=[O:22])[CH2:11][C:12]([NH:14][C:15]2[CH:20]=[CH:19][C:18]([F:21])=[CH:17][CH:16]=2)=[O:13])[CH:5]=[CH:6][C:7]=1[OH:8].[N:23]1[CH:28]=[CH:27][C:26](B(O)O)=[CH:25][CH:24]=1.N1C=CC=CC=1, predict the reaction product. The product is: [F:1][C:2]1[CH:3]=[C:4]([NH:9][C:10](=[O:22])[CH2:11][C:12]([NH:14][C:15]2[CH:20]=[CH:19][C:18]([F:21])=[CH:17][CH:16]=2)=[O:13])[CH:5]=[CH:6][C:7]=1[O:8][C:26]1[CH:27]=[CH:28][N:23]=[CH:24][CH:25]=1. (6) Given the reactants [CH3:1][O:2][C:3]([C:5]1[S:12][C:11]2[CH:10]=[N:9][N:8](C(=O)C)[C:7]=2[CH:6]=1)=[O:4].C[O-].[Na+].[I:19]I.II.CN(C)C=O, predict the reaction product. The product is: [CH3:1][O:2][C:3]([C:5]1[S:12][C:11]2[C:10]([I:19])=[N:9][NH:8][C:7]=2[CH:6]=1)=[O:4]. (7) Given the reactants Br[C:2]1[C:3]([Cl:9])=[N:4][C:5]([CH3:8])=[CH:6][CH:7]=1.[C:10]1(=[O:14])[CH2:13][CH2:12][CH2:11]1.O, predict the reaction product. The product is: [Cl:9][C:3]1[C:2]([C:10]2([OH:14])[CH2:13][CH2:12][CH2:11]2)=[CH:7][CH:6]=[C:5]([CH3:8])[N:4]=1.